From a dataset of Full USPTO retrosynthesis dataset with 1.9M reactions from patents (1976-2016). Predict the reactants needed to synthesize the given product. Given the product [NH2:2][C:3]1[C:4]([O:16][CH:17]([CH3:19])[CH3:18])=[C:5]([C:12]([F:14])([F:15])[F:13])[CH:6]=[C:7]([N+:9]([O-:11])=[O:10])[CH:8]=1, predict the reactants needed to synthesize it. The reactants are: O[NH:2][C:3]1[C:4]([O:16][CH:17]([CH3:19])[CH3:18])=[C:5]([C:12]([F:15])([F:14])[F:13])[CH:6]=[C:7]([N+:9]([O-:11])=[O:10])[CH:8]=1.